The task is: Predict the product of the given reaction.. This data is from Forward reaction prediction with 1.9M reactions from USPTO patents (1976-2016). (1) Given the reactants [NH2:1][CH2:2][CH2:3][C:4]1[CH:5]=[N:6][CH:7]=[CH:8][CH:9]=1.I[C:11]1[CH:12]=[C:13]([CH:21]=[CH:22][CH:23]=1)[C:14]([O:16][C:17]([CH3:20])([CH3:19])[CH3:18])=[O:15].CCCC[O-].[Na+].F[B-](F)(F)F.C([PH+](C(C)(C)C)C(C)(C)C)(C)(C)C, predict the reaction product. The product is: [N:6]1[CH:7]=[CH:8][CH:9]=[C:4]([CH2:3][CH2:2][NH:1][C:11]2[CH:12]=[C:13]([CH:21]=[CH:22][CH:23]=2)[C:14]([O:16][C:17]([CH3:19])([CH3:20])[CH3:18])=[O:15])[CH:5]=1. (2) Given the reactants Br[C:2]1[CH:7]=[CH:6][C:5]([N:8]2[CH2:13][CH2:12][C:11](=[O:14])[CH2:10][CH2:9]2)=[CH:4][CH:3]=1.[B:15]1([B:15]2[O:19][C:18]([CH3:21])([CH3:20])[C:17]([CH3:23])([CH3:22])[O:16]2)[O:19][C:18]([CH3:21])([CH3:20])[C:17]([CH3:23])([CH3:22])[O:16]1.CC([O-])=O.[K+].[Na+].[Cl-], predict the reaction product. The product is: [CH3:22][C:17]1([CH3:23])[C:18]([CH3:21])([CH3:20])[O:19][B:15]([C:2]2[CH:7]=[CH:6][C:5]([N:8]3[CH2:13][CH2:12][C:11](=[O:14])[CH2:10][CH2:9]3)=[CH:4][CH:3]=2)[O:16]1. (3) The product is: [CH:2]1([CH2:5][O:6][NH:7][C:8]([C:10]2[C:11]([NH:25][C:26]3[CH:31]=[CH:30][C:29]([Br:32])=[CH:28][C:27]=3[F:33])=[CH:12][C:13](=[O:24])[N:14]3[C:18]=2[CH:17]([OH:19])[CH:16]([OH:21])[CH2:15]3)=[O:9])[CH2:4][CH2:3]1. Given the reactants Cl.[CH:2]1([CH2:5][O:6][NH:7][C:8]([C:10]2[C:11]([NH:25][C:26]3[CH:31]=[CH:30][C:29]([Br:32])=[CH:28][C:27]=3[F:33])=[CH:12][C:13](=[O:24])[N:14]3[C:18]=2[CH:17]2[O:19]C(C)(C)[O:21][CH:16]2[CH2:15]3)=[O:9])[CH2:4][CH2:3]1, predict the reaction product. (4) Given the reactants O=[C:2]1[CH2:7][CH2:6][N:5]([C:8]([O:10][CH2:11][C:12]2[CH:17]=[CH:16][CH:15]=[CH:14][CH:13]=2)=[O:9])[CH2:4][CH2:3]1.[NH2:18][C:19]([CH3:23])([CH3:22])[CH2:20][OH:21].CC(O)=O.C([BH3-])#N.[Na+].C([O-])(O)=O.[Na+].[OH-].[Na+], predict the reaction product. The product is: [OH:21][CH2:20][C:19]([NH:18][CH:2]1[CH2:7][CH2:6][N:5]([C:8]([O:10][CH2:11][C:12]2[CH:17]=[CH:16][CH:15]=[CH:14][CH:13]=2)=[O:9])[CH2:4][CH2:3]1)([CH3:23])[CH3:22]. (5) Given the reactants Br[C:2]1[CH:3]=[C:4]2[C:9](=[CH:10][CH:11]=1)[N:8]=[C:7]([C:12]1[CH:17]=[CH:16][C:15]([C:18]3[NH:22][C:21]([C@@H:23]4[CH2:35][N:33]5[C:34]6[CH:26]([C@@H:27]([NH:36][C:37](=[O:40])[O:38][CH3:39])[CH2:28][CH2:29][C:30]=6[CH:31]=[CH:32]5)[C:25](=[O:41])[CH2:24]4)=[N:20][CH:19]=3)=[CH:14][CH:13]=1)[CH:6]=[N:5]2.[B:51]1([B:51]2[O:55][C:54]([CH3:57])([CH3:56])[C:53]([CH3:59])([CH3:58])[O:52]2)[O:55][C:54]([CH3:57])([CH3:56])[C:53]([CH3:59])([CH3:58])[O:52]1.C([O-])(=O)C.[K+], predict the reaction product. The product is: [O:41]=[C:25]1[CH:26]2[C:34]3[N:33]([CH:32]=[CH:31][C:30]=3[CH2:29][CH2:28][C@@H:27]2[NH:36][C:37](=[O:40])[O:38][CH3:39])[CH2:35][C@@H:23]([C:21]2[NH:22][C:18]([C:15]3[CH:14]=[CH:13][C:12]([C:7]4[CH:6]=[N:5][C:4]5[C:9](=[CH:10][CH:11]=[C:2]([B:51]6[O:52][C:53]([CH3:58])([CH3:59])[C:54]([CH3:56])([CH3:57])[O:55]6)[CH:3]=5)[N:8]=4)=[CH:17][CH:16]=3)=[CH:19][N:20]=2)[CH2:24]1. (6) Given the reactants [O:1]=[S:2]1(=[O:23])[CH2:7][CH2:6][N:5]([CH2:8][CH2:9][NH:10][S:11]([C:14]2[CH:19]=[CH:18][CH:17]=[CH:16][C:15]=2[N+:20]([O-:22])=[O:21])(=[O:13])=[O:12])[CH2:4][CH2:3]1.C(=O)([O-])[O-].[Cs+].[Cs+].Br[CH2:31][CH2:32][CH2:33][O:34][Si:35]([C:38]([CH3:41])([CH3:40])[CH3:39])([CH3:37])[CH3:36].C(OCC)(=O)C, predict the reaction product. The product is: [Si:35]([O:34][CH2:33][CH2:32][CH2:31][N:10]([CH2:9][CH2:8][N:5]1[CH2:6][CH2:7][S:2](=[O:1])(=[O:23])[CH2:3][CH2:4]1)[S:11]([C:14]1[CH:19]=[CH:18][CH:17]=[CH:16][C:15]=1[N+:20]([O-:22])=[O:21])(=[O:12])=[O:13])([C:38]([CH3:39])([CH3:40])[CH3:41])([CH3:37])[CH3:36]. (7) Given the reactants [CH2:1]([Li])CCC.[Si:6]([O:13][CH:14]1[CH2:19][CH2:18][C:17](=O)[CH2:16][CH2:15]1)([C:9]([CH3:12])([CH3:11])[CH3:10])([CH3:8])[CH3:7], predict the reaction product. The product is: [C:9]([Si:6]([CH3:8])([CH3:7])[O:13][CH:14]1[CH2:19][CH2:18][C:17](=[CH2:1])[CH2:16][CH2:15]1)([CH3:12])([CH3:11])[CH3:10]. (8) Given the reactants [Br:1][C:2]1[CH:10]=[C:9]2[C:5]([C:6]([C:14]([OH:16])=[O:15])=[CH:7][N:8]2[CH:11]([CH3:13])[CH3:12])=[CH:4][CH:3]=1.[C:17](=O)([O-])[O-].[K+].[K+].IC.O, predict the reaction product. The product is: [Br:1][C:2]1[CH:10]=[C:9]2[C:5]([C:6]([C:14]([O:16][CH3:17])=[O:15])=[CH:7][N:8]2[CH:11]([CH3:13])[CH3:12])=[CH:4][CH:3]=1.